The task is: Predict which catalyst facilitates the given reaction.. This data is from Catalyst prediction with 721,799 reactions and 888 catalyst types from USPTO. (1) Reactant: [CH3:1][C:2]1[C:6]([C:7]2[N:8]([C:20]3[CH:25]=[CH:24][C:23]([OH:26])=[CH:22][CH:21]=3)[C:9]3[C:14]([C:15]=2[C:16]#N)=[CH:13][C:12]([F:18])=[C:11]([F:19])[CH:10]=3)=[C:5]([CH3:27])[O:4][N:3]=1.CC(C[AlH]CC(C)C)C.[OH2:37].Cl. Product: [CH3:1][C:2]1[C:6]([C:7]2[N:8]([C:20]3[CH:21]=[CH:22][C:23]([OH:26])=[CH:24][CH:25]=3)[C:9]3[C:14]([C:15]=2[CH:16]=[O:37])=[CH:13][C:12]([F:18])=[C:11]([F:19])[CH:10]=3)=[C:5]([CH3:27])[O:4][N:3]=1. The catalyst class is: 2. (2) Reactant: [CH3:1][O:2][CH2:3][C:4]1[C:8]([CH:9]=[O:10])=[CH:7][N:6]([C:11]2[CH:16]=[CH:15][CH:14]=[C:13]([O:17][CH3:18])[CH:12]=2)[N:5]=1.[CH:19]1([Mg]Br)[CH2:24][CH2:23][CH2:22][CH2:21][CH2:20]1. Product: [CH:19]1([CH:9]([C:8]2[C:4]([CH2:3][O:2][CH3:1])=[N:5][N:6]([C:11]3[CH:16]=[CH:15][CH:14]=[C:13]([O:17][CH3:18])[CH:12]=3)[CH:7]=2)[OH:10])[CH2:24][CH2:23][CH2:22][CH2:21][CH2:20]1. The catalyst class is: 7. (3) Reactant: [CH3:1][C:2]1[C:7]([CH2:8][NH:9][CH:10]2[CH2:15][CH2:14][N:13]([CH2:16][C:17]([OH:19])=O)[CH2:12][CH2:11]2)=[CH:6][CH:5]=[CH:4][N:3]=1.Cl.[Cl:21][C:22]1[CH:27]=[CH:26][C:25]([CH:28]([C:30]2[CH:35]=[CH:34][CH:33]=[CH:32][CH:31]=2)[NH2:29])=[C:24]([CH3:36])[CH:23]=1.C(Cl)CCl.C1C=CC2N(O)N=NC=2C=1.CCN(C(C)C)C(C)C. Product: [Cl:21][C:22]1[CH:27]=[CH:26][C:25]([CH:28]([C:30]2[CH:31]=[CH:32][CH:33]=[CH:34][CH:35]=2)[NH:29][C:17](=[O:19])[CH2:16][N:13]2[CH2:12][CH2:11][CH:10]([NH:9][CH2:8][C:7]3[C:2]([CH3:1])=[N:3][CH:4]=[CH:5][CH:6]=3)[CH2:15][CH2:14]2)=[C:24]([CH3:36])[CH:23]=1. The catalyst class is: 3. (4) Reactant: [CH3:1][O:2][C:3]([C:5]1([C:8]2[CH:13]=[CH:12][C:11]([OH:14])=[C:10]([NH2:15])[CH:9]=2)[CH2:7][CH2:6]1)=[O:4].[CH:16](OC)(OC)OC. Product: [CH3:1][O:2][C:3]([C:5]1([C:8]2[CH:13]=[CH:12][C:11]3[O:14][CH:16]=[N:15][C:10]=3[CH:9]=2)[CH2:7][CH2:6]1)=[O:4]. The catalyst class is: 18. (5) Reactant: [NH2:1][CH2:2][CH2:3][O:4][CH2:5][CH2:6][NH:7][C:8](=[O:14])[O:9][C:10]([CH3:13])([CH3:12])[CH3:11].[CH3:15][C:16]1[C:21]([O:22][CH3:23])=[C:20]([CH2:24]/[CH:25]=[C:26](/[CH2:28][CH2:29][C:30](O)=[O:31])\[CH3:27])[C:19]([OH:33])=[C:18]2[C:34]([O:36][CH2:37][C:17]=12)=[O:35].CCN=C=NCCCN(C)C. Product: [OH:33][C:19]1[C:20]([CH2:24]/[CH:25]=[C:26](\[CH3:27])/[CH2:28][CH2:29][C:30]([NH:1][CH2:2][CH2:3][O:4][CH2:5][CH2:6][NH:7][C:8](=[O:14])[O:9][C:10]([CH3:11])([CH3:13])[CH3:12])=[O:31])=[C:21]([O:22][CH3:23])[C:16]([CH3:15])=[C:17]2[C:18]=1[C:34](=[O:35])[O:36][CH2:37]2. The catalyst class is: 210. (6) Product: [NH2:3][CH:4]1[CH2:9][CH2:8][N:7]([C:10]([O:12][C:13]([CH3:14])([CH3:15])[CH3:16])=[O:11])[CH2:6][CH:5]1[CH2:17][O:18][CH3:19]. Reactant: CO/[N:3]=[C:4]1\[CH:5]([CH2:17][O:18][CH3:19])[CH2:6][N:7]([C:10]([O:12][C:13]([CH3:16])([CH3:15])[CH3:14])=[O:11])[CH2:8][CH2:9]\1. The catalyst class is: 94.